From a dataset of TCR-epitope binding with 47,182 pairs between 192 epitopes and 23,139 TCRs. Binary Classification. Given a T-cell receptor sequence (or CDR3 region) and an epitope sequence, predict whether binding occurs between them. The epitope is TSNQVAVLY. The TCR CDR3 sequence is CASSLGTGPLTDTQYF. Result: 1 (the TCR binds to the epitope).